Task: Predict the reaction yield, written as a fraction of the theoretical maximum amount of product (1.0 means a 100% yield; for example, 0.34 means a 34% yield).. Dataset: Reaction yield outcomes from USPTO patents with 853,638 reactions (1) The reactants are [H-].[Na+].[CH2:3]([N:5]([C:9]1[CH:28]=[CH:27][C:12]2[N:13]([CH2:20][CH:21]3[CH2:26][CH2:25][O:24][CH2:23][CH2:22]3)[C:14]([C:16]([OH:19])([CH3:18])[CH3:17])=[N:15][C:11]=2[CH:10]=1)[C:6](=[O:8])[CH3:7])[CH3:4].I[CH2:30]C. The catalyst is C1COCC1. The product is [CH2:3]([N:5]([C:9]1[CH:28]=[CH:27][C:12]2[N:13]([CH2:20][CH:21]3[CH2:22][CH2:23][O:24][CH2:25][CH2:26]3)[C:14]([C:16]([O:19][CH3:30])([CH3:18])[CH3:17])=[N:15][C:11]=2[CH:10]=1)[C:6](=[O:8])[CH3:7])[CH3:4]. The yield is 0.390. (2) The yield is 0.540. The product is [N:23]1[C:22]2[CH:26]=[CH:27][C:19]([NH:18][CH:4]=[C:5]3[C:16]4[C:8](=[CH:9][CH:10]=[C:11]5[C:15]=4[S:14][CH:13]=[N:12]5)[NH:7][C:6]3=[O:17])=[CH:20][C:21]=2[NH:25][N:24]=1. The reactants are C(O[CH:4]=[C:5]1[C:16]2[C:8](=[CH:9][CH:10]=[C:11]3[C:15]=2[S:14][CH:13]=[N:12]3)[NH:7][C:6]1=[O:17])C.[NH2:18][C:19]1[CH:27]=[CH:26][C:22]2[NH:23][N:24]=[N:25][C:21]=2[CH:20]=1. No catalyst specified. (3) The reactants are [Cl:1][C:2]1[CH:7]=[CH:6][C:5]([C:8]([C:16]2[CH:17]=[C:18]3[C:23](=[CH:24][CH:25]=2)[N:22]=[C:21]([O:26]C)[CH:20]=[C:19]3[C:28]2[S:29][C:30]([Cl:33])=[CH:31][CH:32]=2)([C:10]2[N:11]([CH3:15])[CH:12]=[N:13][CH:14]=2)[OH:9])=[CH:4][CH:3]=1.ClC1C=CC(C(C2C=C3C(=CC=2)N=C(OC)C=C3C2SC(C)=CC=2)(C2N(C)C=NC=2)O)=CC=1. No catalyst specified. The product is [Cl:1][C:2]1[CH:7]=[CH:6][C:5]([C:8]([OH:9])([C:10]2[N:11]([CH3:15])[CH:12]=[N:13][CH:14]=2)[C:16]2[CH:17]=[C:18]3[C:23](=[CH:24][CH:25]=2)[NH:22][C:21](=[O:26])[CH:20]=[C:19]3[C:28]2[S:29][C:30]([Cl:33])=[CH:31][CH:32]=2)=[CH:4][CH:3]=1. The yield is 0.940. (4) The reactants are C([C:3]1[CH:4]=[C:5]([CH:25]=[CH:26][C:27]=1[B:28]1[O:32]C(C)(C)[C:30](C)(C)[O:29]1)[O:6][C:7]1[CH:14]=[C:13]([O:15][CH2:16][CH2:17][O:18][CH:19]2[CH2:24][CH2:23][CH2:22][CH2:21][O:20]2)[C:10]([C:11]#[N:12])=[CH:9][N:8]=1)=O.[BH4-].[Na+].OS([O-])(=O)=O.[Na+]. The catalyst is CO. The product is [OH:32][B:28]1[C:27]2[CH:26]=[CH:25][C:5]([O:6][C:7]3[CH:14]=[C:13]([O:15][CH2:16][CH2:17][O:18][CH:19]4[CH2:24][CH2:23][CH2:22][CH2:21][O:20]4)[C:10]([C:11]#[N:12])=[CH:9][N:8]=3)=[CH:4][C:3]=2[CH2:30][O:29]1. The yield is 0.250. (5) The reactants are [CH3:1][NH:2][CH2:3][C:4]1[CH:9]=[CH:8][C:7]([C:10]2[CH:15]=[CH:14][CH:13]=[CH:12][C:11]=2[C:16]([F:19])([F:18])[F:17])=[CH:6][CH:5]=1.[N+:20]([C:23]1[CH:33]=[CH:32][C:26]([O:27][CH2:28][CH:29]2[CH2:31][O:30]2)=[CH:25][CH:24]=1)([O-:22])=[O:21]. The yield is 0.200. No catalyst specified. The product is [CH3:1][N:2]([CH2:3][C:4]1[CH:9]=[CH:8][C:7]([C:10]2[CH:15]=[CH:14][CH:13]=[CH:12][C:11]=2[C:16]([F:17])([F:18])[F:19])=[CH:6][CH:5]=1)[CH2:31][CH:29]([OH:30])[CH2:28][O:27][C:26]1[CH:25]=[CH:24][C:23]([N+:20]([O-:22])=[O:21])=[CH:33][CH:32]=1. (6) The reactants are C(N(CC)CC)C.C([O:11][CH2:12][C:13]([CH3:43])([CH3:42])[CH2:14][N:15]1[C:21]2[CH:22]=[CH:23][C:24]([Cl:26])=[CH:25][C:20]=2[C@@H:19]([C:27]2[CH:32]=[CH:31][CH:30]=[C:29]([O:33][CH3:34])[C:28]=2[O:35][CH3:36])[O:18][C@H:17]([CH2:37][C:38](O)=[O:39])[C:16]1=[O:41])(=O)C.C(Cl)(=O)C(C)(C)C.Cl.[NH2:52][C:53]1[CH:54]=[C:55]([CH2:59][CH2:60][C:61]([O:63]CC)=[O:62])[CH:56]=[CH:57][CH:58]=1.Cl. The catalyst is C(#N)C.O. The product is [Cl:26][C:24]1[CH:23]=[CH:22][C:21]2[N:15]([CH2:14][C:13]([CH3:42])([CH3:43])[CH2:12][OH:11])[C:16](=[O:41])[C@@H:17]([CH2:37][C:38]([NH:52][C:53]3[CH:54]=[C:55]([CH2:59][CH2:60][C:61]([OH:63])=[O:62])[CH:56]=[CH:57][CH:58]=3)=[O:39])[O:18][C@H:19]([C:27]3[CH:32]=[CH:31][CH:30]=[C:29]([O:33][CH3:34])[C:28]=3[O:35][CH3:36])[C:20]=2[CH:25]=1. The yield is 0.710. (7) The product is [Na+:2].[Cl:22][C:18]1[CH:17]=[C:16]([C:14]2[N:15]=[C:9]3[CH:8]=[C:7]([C:5]([O-:6])=[O:4])[CH:12]=[CH:11][N:10]3[CH:13]=2)[CH:21]=[CH:20][CH:19]=1. The yield is 1.00. The catalyst is C1COCC1.CO. The reactants are [OH-].[Na+:2].C[O:4][C:5]([C:7]1[CH:12]=[CH:11][N:10]2[CH:13]=[C:14]([C:16]3[CH:21]=[CH:20][CH:19]=[C:18]([Cl:22])[CH:17]=3)[N:15]=[C:9]2[CH:8]=1)=[O:6]. (8) The reactants are C[N:2](C)[CH:3]=[CH:4][C:5]([C:7]1[C:12](=[O:13])[CH:11]=[CH:10][N:9]([C:14]2[CH:19]=[CH:18][CH:17]=[C:16]([C:20]([F:23])([F:22])[F:21])[CH:15]=2)[N:8]=1)=O.Cl.[CH3:26][O:27][C:28]1[CH:36]=[CH:35][C:31]([CH2:32][NH:33]N)=[CH:30][CH:29]=1.CCN(CC)CC.Cl. The catalyst is CO. The product is [CH3:26][O:27][C:28]1[CH:36]=[CH:35][C:31]([CH2:32][N:33]2[C:5]([C:7]3[C:12](=[O:13])[CH:11]=[CH:10][N:9]([C:14]4[CH:19]=[CH:18][CH:17]=[C:16]([C:20]([F:23])([F:22])[F:21])[CH:15]=4)[N:8]=3)=[CH:4][CH:3]=[N:2]2)=[CH:30][CH:29]=1. The yield is 0.430.